This data is from Experimentally validated miRNA-target interactions with 360,000+ pairs, plus equal number of negative samples. The task is: Binary Classification. Given a miRNA mature sequence and a target amino acid sequence, predict their likelihood of interaction. The miRNA is hsa-miR-4743-5p with sequence UGGCCGGAUGGGACAGGAGGCAU. The protein sequence of the target gene is MAAQRIRAANSNGLPRCKSEGTLIDLSEGFSETSFNDIKVPSPSALLVDNPTPFGNAKEVIAIKDYCPTNFTTLKFSKGDHLYVLDTSGGEWWYAHNTTEMGYIPSSYVQPLNYRNSTLSDSGMIDNLPDSPDEVAKELELLGGWTDDKKVPGRMYSNNPFWNGVQTNPFLNGNVPVMPSLDELNPKSTVDLLLFDAGTSSFTESSSATTNSTGNIFDELPVTNGLHAEPPVRRDNPFFRSKRSYSLSELSVLQAKSDAPTSSSFFTGLKSPAPEQFQSREDFRTAWLNHRKLARSCHDL.... Result: 1 (interaction).